From a dataset of Full USPTO retrosynthesis dataset with 1.9M reactions from patents (1976-2016). Predict the reactants needed to synthesize the given product. (1) Given the product [O:30]1[C:35]2[CH:36]=[CH:37][CH:38]=[C:39]([CH:40]([C:2]3[N:3]=[CH:4][N:5]([C:7]([C:8]4[CH:9]=[CH:10][CH:11]=[CH:12][CH:13]=4)([C:14]4[CH:19]=[CH:18][CH:17]=[CH:16][CH:15]=4)[C:20]4[CH:25]=[CH:24][CH:23]=[CH:22][CH:21]=4)[CH:6]=3)[OH:41])[C:34]=2[O:33][CH2:32][CH2:31]1, predict the reactants needed to synthesize it. The reactants are: I[C:2]1[N:3]=[CH:4][N:5]([C:7]([C:20]2[CH:25]=[CH:24][CH:23]=[CH:22][CH:21]=2)([C:14]2[CH:19]=[CH:18][CH:17]=[CH:16][CH:15]=2)[C:8]2[CH:13]=[CH:12][CH:11]=[CH:10][CH:9]=2)[CH:6]=1.C([Mg]Br)C.[O:30]1[C:35]2[CH:36]=[CH:37][CH:38]=[C:39]([CH:40]=[O:41])[C:34]=2[O:33][CH2:32][CH2:31]1. (2) Given the product [ClH:14].[Cl:14][C:15]1[CH:16]=[C:17]([O:11][CH:10]2[CH2:9][CH2:8][N:7]([CH3:12])[CH2:6][C:5]3[O:13][C:2]([CH3:1])=[CH:3][C:4]2=3)[CH:18]=[CH:19][C:20]=1[Cl:21], predict the reactants needed to synthesize it. The reactants are: [CH3:1][C:2]1[O:13][C:5]2[CH2:6][N:7]([CH3:12])[CH2:8][CH2:9][CH:10]([OH:11])[C:4]=2[CH:3]=1.[Cl:14][C:15]1[CH:16]=[C:17](F)[CH:18]=[CH:19][C:20]=1[Cl:21].